From a dataset of Reaction yield outcomes from USPTO patents with 853,638 reactions. Predict the reaction yield, written as a fraction of the theoretical maximum amount of product (1.0 means a 100% yield; for example, 0.34 means a 34% yield). (1) The catalyst is O. The yield is 0.950. The reactants are C([C@H]1COC(=O)N1[C:14](=[O:26])[C@@H:15]([CH3:25])[CH2:16][CH2:17][CH2:18][C:19]1[CH:24]=[CH:23][CH:22]=[CH:21][CH:20]=1)C1C=CC=CC=1.OO.[OH-].[Li+].[OH:31]S([O-])(=O)=O.[K+]. The product is [CH3:25][C@@H:15]([CH2:16][CH2:17][CH2:18][C:19]1[CH:20]=[CH:21][CH:22]=[CH:23][CH:24]=1)[C:14]([OH:26])=[O:31]. (2) The reactants are Cl[C:2]1[N:11]=[C:10]([N:12]2[CH2:17][CH2:16][O:15][CH2:14][CH2:13]2)[C:9]2[C:4](=[CH:5][C:6]([C:18]3[CH:19]=[C:20]([CH:22]=[CH:23][CH:24]=3)[NH2:21])=[CH:7][CH:8]=2)[N:3]=1.[C:25]([O:29][C:30]([NH:32][C:33]1[N:38]=[CH:37][C:36](B(O)O)=[CH:35][N:34]=1)=[O:31])([CH3:28])([CH3:27])[CH3:26].P([O-])([O-])([O-])=O.[K+].[K+].[K+].O1CCOCC1. The catalyst is C1C=CC([P]([Pd]([P](C2C=CC=CC=2)(C2C=CC=CC=2)C2C=CC=CC=2)([P](C2C=CC=CC=2)(C2C=CC=CC=2)C2C=CC=CC=2)[P](C2C=CC=CC=2)(C2C=CC=CC=2)C2C=CC=CC=2)(C2C=CC=CC=2)C2C=CC=CC=2)=CC=1.O. The product is [NH2:21][C:20]1[CH:19]=[C:18]([C:6]2[CH:5]=[C:4]3[C:9]([C:10]([N:12]4[CH2:17][CH2:16][O:15][CH2:14][CH2:13]4)=[N:11][C:2]([C:36]4[CH:37]=[N:38][C:33]([NH:32][C:30](=[O:31])[O:29][C:25]([CH3:27])([CH3:26])[CH3:28])=[N:34][CH:35]=4)=[N:3]3)=[CH:8][CH:7]=2)[CH:24]=[CH:23][CH:22]=1. The yield is 0.340. (3) The reactants are [CH:1]([N:14]1[C:22]2[C:17](=[CH:18][C:19]([Cl:23])=[CH:20][CH:21]=2)[C:16]([CH2:24][CH2:25][O:26][C:27]2[CH:35]=[CH:34][C:30]([C:31]([OH:33])=[O:32])=[CH:29][CH:28]=2)=[C:15]1[CH2:36][CH2:37][NH:38][S:39]([C:42]1[CH:47]=[CH:46][CH:45]=[CH:44][C:43]=1[O:48]CC(C)=CC=C)(=[O:41])=[O:40])([C:8]1[CH:13]=[CH:12][CH:11]=[CH:10][CH:9]=1)[C:2]1[CH:7]=[CH:6][CH:5]=[CH:4][CH:3]=1. The catalyst is CO.CCO.[Pd]. The product is [CH:1]([N:14]1[C:22]2[C:17](=[CH:18][C:19]([Cl:23])=[CH:20][CH:21]=2)[C:16]([CH2:24][CH2:25][O:26][C:27]2[CH:35]=[CH:34][C:30]([C:31]([OH:33])=[O:32])=[CH:29][CH:28]=2)=[C:15]1[CH2:36][CH2:37][NH:38][S:39]([C:42]1[CH:47]=[CH:46][CH:45]=[CH:44][C:43]=1[OH:48])(=[O:40])=[O:41])([C:2]1[CH:7]=[CH:6][CH:5]=[CH:4][CH:3]=1)[C:8]1[CH:9]=[CH:10][CH:11]=[CH:12][CH:13]=1. The yield is 0.950. (4) The reactants are C(O)(=[O:3])C.[CH:5]1[C:18]2[S:17][C:16]3[C:11](=[CH:12][CH:13]=[CH:14][CH:15]=3)[O:10][C:9]=2[CH:8]=[CH:7][CH:6]=1.OO. The catalyst is O. The product is [CH:5]1[C:18]2[S:17](=[O:3])[C:16]3[C:11](=[CH:12][CH:13]=[CH:14][CH:15]=3)[O:10][C:9]=2[CH:8]=[CH:7][CH:6]=1. The yield is 0.830. (5) The reactants are [CH3:1][O:2][C:3](=[O:21])/[CH:4]=[CH:5]/[C:6]1[CH:11]=[CH:10][C:9]([O:12]CC2C=CC=CC=2)=[C:8]([F:20])[CH:7]=1. The product is [CH3:1][O:2][C:3](=[O:21])[CH2:4][CH2:5][C:6]1[CH:11]=[CH:10][C:9]([OH:12])=[C:8]([F:20])[CH:7]=1. The catalyst is CCOC(C)=O.CO.[Pd]. The yield is 0.980. (6) The reactants are [Cl:1][C:2]1[CH:7]=[CH:6][C:5]([N:8]2[CH2:13][CH2:12][CH:11]([C:14](N(OC)C)=[O:15])[CH2:10][CH2:9]2)=[CH:4][CH:3]=1.[H-].C([Al+]CC(C)C)C(C)C. The catalyst is C1COCC1.C1(C)C=CC=CC=1. The product is [Cl:1][C:2]1[CH:7]=[CH:6][C:5]([N:8]2[CH2:9][CH2:10][CH:11]([CH:14]=[O:15])[CH2:12][CH2:13]2)=[CH:4][CH:3]=1. The yield is 1.06.